This data is from Blood-brain barrier permeability classification from the B3DB database. The task is: Regression/Classification. Given a drug SMILES string, predict its absorption, distribution, metabolism, or excretion properties. Task type varies by dataset: regression for continuous measurements (e.g., permeability, clearance, half-life) or binary classification for categorical outcomes (e.g., BBB penetration, CYP inhibition). Dataset: b3db_classification. (1) The result is 1 (penetrates BBB). The molecule is OCc1ccccc1OC1OC(CO)C(O)C(O)C1O. (2) The compound is CC1(C)SC2C(NC(=O)CSc3ccccc3)C(=O)N2C1C(=O)O. The result is 0 (does not penetrate BBB). (3) The drug is CCCNC(=O)N1CC(c2ccccc2)OC1=O. The result is 1 (penetrates BBB). (4) The drug is CN1CCCc2cccc(OCC3CNCCO3)c21. The result is 1 (penetrates BBB). (5) The compound is c1cc2c(c(N3CCNCC3)c1)OCCO2. The result is 1 (penetrates BBB). (6) The drug is NC(=O)C1c2ccccc2CCc2ccccc21. The result is 1 (penetrates BBB). (7) The molecule is CN(C)CC1COC2(O1)c1ccccc1COc1ccccc12. The result is 1 (penetrates BBB). (8) The result is 1 (penetrates BBB). The drug is CC(C)(C)/[N+]([O-])=C/c1cc[n+]([O-])cc1. (9) The drug is OCC(O)C(O)C(OC1OC(CO)C(O)C(O)C1O)C(O)CO. The result is 0 (does not penetrate BBB).